From a dataset of CYP2C9 inhibition data for predicting drug metabolism from PubChem BioAssay. Regression/Classification. Given a drug SMILES string, predict its absorption, distribution, metabolism, or excretion properties. Task type varies by dataset: regression for continuous measurements (e.g., permeability, clearance, half-life) or binary classification for categorical outcomes (e.g., BBB penetration, CYP inhibition). Dataset: cyp2c9_veith. The compound is C/C(CCN1CCCCc2nc(C)c(C)cc21)=N\O[C@@H](C)CN1CCCCc2nc(C)c(C)cc21. The result is 0 (non-inhibitor).